From a dataset of Forward reaction prediction with 1.9M reactions from USPTO patents (1976-2016). Predict the product of the given reaction. (1) Given the reactants Br[C:2]1[CH:3]=[C:4]([CH:16]=[O:17])[C:5]([N:8]2[CH2:13][C@@H:12]([CH3:14])[O:11][C@@H:10]([CH3:15])[CH2:9]2)=[N:6][CH:7]=1.[O:18]1[CH:22]=[CH:21][C:20](B(O)O)=[CH:19]1, predict the reaction product. The product is: [CH3:15][C@H:10]1[O:11][C@@H:12]([CH3:14])[CH2:13][N:8]([C:5]2[C:4]([CH:16]=[O:17])=[CH:3][C:2]([C:20]3[CH:21]=[CH:22][O:18][CH:19]=3)=[CH:7][N:6]=2)[CH2:9]1. (2) Given the reactants [O:1]=[C:2]1[CH2:7][O:6][C:5]2[CH:8]=[CH:9][C:10]([O:12][CH2:13][CH2:14][CH2:15][CH:16]=O)=[N:11][C:4]=2[NH:3]1.[Cl:18][C:19]1[C:24]([Cl:25])=[CH:23][CH:22]=[CH:21][C:20]=1[N:26]1[CH2:31][CH2:30][NH:29][CH2:28][CH2:27]1.[BH-](OC(C)=O)(OC(C)=O)OC(C)=O.[Na+].CCOCC, predict the reaction product. The product is: [Cl:18][C:19]1[C:24]([Cl:25])=[CH:23][CH:22]=[CH:21][C:20]=1[N:26]1[CH2:31][CH2:30][N:29]([CH2:16][CH2:15][CH2:14][CH2:13][O:12][C:10]2[CH:9]=[CH:8][C:5]3[O:6][CH2:7][C:2](=[O:1])[NH:3][C:4]=3[N:11]=2)[CH2:28][CH2:27]1. (3) Given the reactants [N+:1]([C:4]1[CH:12]=[CH:11][CH:10]=[C:9]2[C:5]=1[CH:6]=[N:7][N:8]2[C:13]1[CH:18]=[CH:17][CH:16]=[CH:15][CH:14]=1)([O-])=O.[Cl-].[NH4+], predict the reaction product. The product is: [C:13]1([N:8]2[C:9]3[CH:10]=[CH:11][CH:12]=[C:4]([NH2:1])[C:5]=3[CH:6]=[N:7]2)[CH:14]=[CH:15][CH:16]=[CH:17][CH:18]=1. (4) The product is: [C:4]([CH2:5][CH2:6][CH2:7][N:8]([CH2:27][C:28]1[CH:33]=[CH:32][C:31]([Cl:34])=[CH:30][CH:29]=1)[C:9]([C:11]1([CH3:26])[CH2:14][CH2:13][N:12]1[C:15](=[O:25])[CH2:16][C:17]1[CH:18]=[C:19]([CH3:24])[CH:20]=[C:21]([CH3:23])[CH:22]=1)=[O:10])(=[O:35])[NH2:36]. Given the reactants C(O[C:4](=[O:35])[CH2:5][CH2:6][CH2:7][N:8]([CH2:27][C:28]1[CH:33]=[CH:32][C:31]([Cl:34])=[CH:30][CH:29]=1)[C:9]([C:11]1([CH3:26])[CH2:14][CH2:13][N:12]1[C:15](=[O:25])[CH2:16][C:17]1[CH:22]=[C:21]([CH3:23])[CH:20]=[C:19]([CH3:24])[CH:18]=1)=[O:10])C.[NH3:36], predict the reaction product. (5) Given the reactants C([O-])([O-])=O.[K+].[K+].[CH2:7](Br)[C:8]1[CH:13]=[CH:12][CH:11]=[CH:10][CH:9]=1.[CH:15]1[C:27]2[NH:26][C:25]3[C:20](=[CH:21][CH:22]=[CH:23][CH:24]=3)[C:19]=2[CH:18]=[CH:17][C:16]=1[OH:28].O, predict the reaction product. The product is: [CH2:7]([O:28][C:16]1[CH:17]=[CH:18][C:19]2[C:20]3[C:25](=[CH:24][CH:23]=[CH:22][CH:21]=3)[NH:26][C:27]=2[CH:15]=1)[C:8]1[CH:13]=[CH:12][CH:11]=[CH:10][CH:9]=1. (6) Given the reactants [C:1]([O:5][C:6]([N:8]1[CH2:13][CH2:12][CH:11]([N:14]2[C@H:18]([C:19]3[CH:24]=[CH:23][CH:22]=[CH:21][CH:20]=3)[CH2:17][NH:16][C:15]2=[O:25])[CH2:10][CH2:9]1)=[O:7])([CH3:4])([CH3:3])[CH3:2].Br[C:27]1[S:28][CH:29]=[CH:30][N:31]=1.C([O-])([O-])=O.[Cs+].[Cs+], predict the reaction product. The product is: [C:1]([O:5][C:6]([N:8]1[CH2:9][CH2:10][CH:11]([N:14]2[C@H:18]([C:19]3[CH:20]=[CH:21][CH:22]=[CH:23][CH:24]=3)[CH2:17][N:16]([C:27]3[S:28][CH:29]=[CH:30][N:31]=3)[C:15]2=[O:25])[CH2:12][CH2:13]1)=[O:7])([CH3:4])([CH3:2])[CH3:3].